This data is from Reaction yield outcomes from USPTO patents with 853,638 reactions. The task is: Predict the reaction yield, written as a fraction of the theoretical maximum amount of product (1.0 means a 100% yield; for example, 0.34 means a 34% yield). The reactants are [C:1]([O:5][C:6](=[O:12])[C:7](=O)[C:8](=O)[CH3:9])([CH3:4])([CH3:3])[CH3:2].IC1C=CN=C(OC)C=1C=O.C(OC(C1[NH:30][C:31]([C:35]2[C:36]([O:42][CH3:43])=[N:37][CH:38]=[CH:39][C:40]=2[I:41])=[N:32]C=1C)=O)C. No catalyst specified. The product is [I:41][C:40]1[CH:39]=[CH:38][N:37]=[C:36]([O:42][CH3:43])[C:35]=1[C:31]1[NH:30][C:7]([C:6]([O:5][C:1]([CH3:4])([CH3:3])[CH3:2])=[O:12])=[C:8]([CH3:9])[N:32]=1. The yield is 0.470.